From a dataset of Full USPTO retrosynthesis dataset with 1.9M reactions from patents (1976-2016). Predict the reactants needed to synthesize the given product. (1) Given the product [CH3:14][NH:15][C:10]([C:4]1[C:5]([N+:7]([O-:9])=[O:8])=[CH:6][N:2]([CH3:1])[N:3]=1)=[O:12], predict the reactants needed to synthesize it. The reactants are: [CH3:1][N:2]1[CH:6]=[C:5]([N+:7]([O-:9])=[O:8])[C:4]([C:10]([OH:12])=O)=[N:3]1.C1N=C[N:15](C(N2C=NC=C2)=O)[CH:14]=1.CN. (2) Given the product [C:17]([C:18]1[CH:19]=[C:20]([NH2:21])[N:13]([C:9]2[CH:8]=[C:7]([CH2:6][CH2:5][C:4]([O:3][CH2:1][CH3:2])=[O:15])[CH:12]=[CH:11][CH:10]=2)[N:14]=1)([CH3:24])([CH3:23])[CH3:16], predict the reactants needed to synthesize it. The reactants are: [CH2:1]([O:3][C:4](=[O:15])[CH2:5][CH2:6][C:7]1[CH:12]=[CH:11][CH:10]=[C:9]([NH:13][NH2:14])[CH:8]=1)[CH3:2].[CH3:16][C:17]([CH3:24])([CH3:23])[C:18](=O)[CH2:19][C:20]#[N:21]. (3) The reactants are: [CH3:1][C:2]([C:11]1[CH:16]=[CH:15]C(C)=[CH:13][CH:12]=1)([C:4]1[CH:9]=[CH:8][C:7]([CH3:10])=[CH:6][CH:5]=1)[CH3:3].CS(C)=O.[O-:22]S(OOS([O-])(=O)=O)(=O)=O.[Na+].[Na+].C([O:37][CH2:38][CH3:39])(=O)C. Given the product [CH3:1][C:2]([C:11]1[CH:16]=[CH:15][C:39]([CH:38]=[O:37])=[CH:13][CH:12]=1)([C:4]1[CH:9]=[CH:8][C:7]([CH:10]=[O:22])=[CH:6][CH:5]=1)[CH3:3], predict the reactants needed to synthesize it. (4) Given the product [CH3:21][S:22][C:23]1[CH:28]=[CH:27][C:26]([NH:29][C:2]2[N:7]=[C:6]([N:8]3[CH2:13][CH2:12][CH:11]([OH:14])[CH2:10][CH2:9]3)[CH:5]=[C:4]([C:15]3[CH:20]=[CH:19][CH:18]=[CH:17][CH:16]=3)[N:3]=2)=[CH:25][CH:24]=1, predict the reactants needed to synthesize it. The reactants are: Cl[C:2]1[N:7]=[C:6]([N:8]2[CH2:13][CH2:12][CH:11]([OH:14])[CH2:10][CH2:9]2)[CH:5]=[C:4]([C:15]2[CH:20]=[CH:19][CH:18]=[CH:17][CH:16]=2)[N:3]=1.[CH3:21][S:22][C:23]1[CH:28]=[CH:27][C:26]([NH2:29])=[CH:25][CH:24]=1. (5) Given the product [N:1]1[CH:6]=[CH:5][CH:4]=[C:3]([O:7][CH2:8][CH:9]2[CH2:14][N:13]([C:15]([O:17][C:18]([CH3:21])([CH3:19])[CH3:20])=[O:16])[CH2:12][CH2:11][N:10]2[C:22]([O:24][CH:25]2[CH2:30][CH2:29][NH:28][CH2:27][CH2:26]2)=[O:23])[CH:2]=1, predict the reactants needed to synthesize it. The reactants are: [N:1]1[CH:6]=[CH:5][CH:4]=[C:3]([O:7][CH2:8][CH:9]2[CH2:14][N:13]([C:15]([O:17][C:18]([CH3:21])([CH3:20])[CH3:19])=[O:16])[CH2:12][CH2:11][N:10]2[C:22]([O:24][CH:25]2[CH2:30][CH2:29][N:28](C(OCC3C=CC=CC=3)=O)[CH2:27][CH2:26]2)=[O:23])[CH:2]=1.C([O-])=O.[NH4+].